This data is from Human liver microsome stability data. The task is: Regression/Classification. Given a drug SMILES string, predict its absorption, distribution, metabolism, or excretion properties. Task type varies by dataset: regression for continuous measurements (e.g., permeability, clearance, half-life) or binary classification for categorical outcomes (e.g., BBB penetration, CYP inhibition). Dataset: hlm. The compound is COc1cccc(OC)c1-c1cc(C(=O)N[C@@H](CCC2CCCCC2)CC(=O)NC2CCC2)nn1C1CCCCC1. The result is 1 (stable in human liver microsomes).